This data is from Forward reaction prediction with 1.9M reactions from USPTO patents (1976-2016). The task is: Predict the product of the given reaction. (1) Given the reactants [CH:1]1[C:6]([OH:7])=[CH:5][CH:4]=[C:3]([Br:8])[CH:2]=1.[OH-].[Na+].[Cl:11][CH2:12][CH2:13][CH2:14][CH2:15][CH2:16][CH2:17]Br.[K+].[Br-], predict the reaction product. The product is: [Cl:11][CH2:12][CH2:13][CH2:14][CH2:15][CH2:16][CH2:17][O:7][C:6]1[CH:5]=[CH:4][C:3]([Br:8])=[CH:2][CH:1]=1. (2) Given the reactants [Si]([O:8][CH:9]1[CH2:15][CH2:14][N:13]([CH3:16])[CH2:12][C:11]2[CH:17]=[C:18]([C:21]3[N:22]=[N:23][CH:24]=[CH:25][CH:26]=3)[CH:19]=[CH:20][C:10]1=2)(C(C)(C)C)(C)C.CCCC[N+](CCCC)(CCCC)CCCC.[F-], predict the reaction product. The product is: [CH3:16][N:13]1[CH2:14][CH2:15][CH:9]([OH:8])[C:10]2[CH:20]=[CH:19][C:18]([C:21]3[N:22]=[N:23][CH:24]=[CH:25][CH:26]=3)=[CH:17][C:11]=2[CH2:12]1. (3) Given the reactants Br[C:2]1[CH:3]=[C:4]([NH:8][CH:9]([CH3:11])[CH3:10])[CH:5]=[N:6][CH:7]=1.CC1(C)C(C)(C)OB([C:20]2[CH:21]=[C:22]3[C:26](=[CH:27][CH:28]=2)[N:25]([CH2:29][O:30][CH2:31][CH2:32][Si:33]([CH3:36])([CH3:35])[CH3:34])[N:24]=[C:23]3[CH:37]=[O:38])O1.C([O-])([O-])=O.[Na+].[Na+].CCOC(C)=O, predict the reaction product. The product is: [CH:9]([NH:8][C:4]1[CH:3]=[C:2]([C:20]2[CH:21]=[C:22]3[C:26](=[CH:27][CH:28]=2)[N:25]([CH2:29][O:30][CH2:31][CH2:32][Si:33]([CH3:34])([CH3:35])[CH3:36])[N:24]=[C:23]3[CH:37]=[O:38])[CH:7]=[N:6][CH:5]=1)([CH3:11])[CH3:10]. (4) The product is: [C:24]1([C:49]2[CH:50]=[CH:51][CH:52]=[CH:53][CH:54]=2)[CH:29]=[CH:28][CH:27]=[C:26]([C:30]2[O:31][C:32]([CH3:48])=[C:33]([CH2:35][CH2:36][O:13][C:10]3[CH:9]=[CH:8][C:7]([CH2:6][C:5]([O:15][C:16]4[CH:21]=[CH:20][CH:19]=[C:18]([F:22])[CH:17]=4)([CH3:14])[C:55]([OH:58])=[O:56])=[CH:12][CH:11]=3)[N:34]=2)[CH:25]=1. Given the reactants C(OC(=O)[C:5]([O:15][C:16]1[CH:21]=[CH:20][CH:19]=[C:18]([F:22])[CH:17]=1)([CH3:14])[CH2:6][C:7]1[CH:12]=[CH:11][C:10]([OH:13])=[CH:9][CH:8]=1)C.[C:24]1([C:49]2[CH:54]=[CH:53][CH:52]=[CH:51][CH:50]=2)[CH:29]=[CH:28][CH:27]=[C:26]([C:30]2[O:31][C:32]([CH3:48])=[C:33]([CH2:35][CH2:36]OS(C3C=CC(C)=CC=3)(=O)=O)[N:34]=2)[CH:25]=1.[C:55]([O-:58])([O-])=[O:56].[K+].[K+].[OH-].[Na+], predict the reaction product. (5) Given the reactants [CH3:1][C:2]1[CH:7]=[CH:6][C:5]([C:8]2[O:12][N:11]=[CH:10][C:9]=2[C:13]([OH:15])=O)=[CH:4][CH:3]=1.Cl.[F:17][C:18]([F:26])([F:25])[CH:19]1[CH2:24][CH2:23][NH:22][CH2:21][CH2:20]1, predict the reaction product. The product is: [CH3:1][C:2]1[CH:3]=[CH:4][C:5]([C:8]2[O:12][N:11]=[CH:10][C:9]=2[C:13]([N:22]2[CH2:23][CH2:24][CH:19]([C:18]([F:26])([F:25])[F:17])[CH2:20][CH2:21]2)=[O:15])=[CH:6][CH:7]=1. (6) Given the reactants [N:1]([CH:4]([CH3:6])[CH3:5])=[C:2]=[O:3].Cl.[CH3:8][N:9]1[CH2:14][CH2:13][N:12]([C:15]2[CH:20]=[C:19]([C:21]3[CH:30]=[C:29]4[C:24]([CH2:25][CH2:26][NH:27][CH2:28]4)=[CH:23][CH:22]=3)[N:18]=[C:17]([NH2:31])[N:16]=2)[CH2:11][CH2:10]1, predict the reaction product. The product is: [NH2:31][C:17]1[N:18]=[C:19]([C:21]2[CH:30]=[C:29]3[C:24]([CH2:25][CH2:26][N:27]([C:2]([NH:1][CH:4]([CH3:6])[CH3:5])=[O:3])[CH2:28]3)=[CH:23][CH:22]=2)[CH:20]=[C:15]([N:12]2[CH2:11][CH2:10][N:9]([CH3:8])[CH2:14][CH2:13]2)[N:16]=1. (7) Given the reactants [N+:1]([C:4]1[CH:9]=[CH:8][C:7]([CH:10](O)[CH3:11])=[CH:6][CH:5]=1)([O-:3])=[O:2].C1(P(C2C=CC=CC=2)C2C=CC=CC=2)C=CC=CC=1.N1C=CN=C1.[I:37]I.[Cl-].[NH4+], predict the reaction product. The product is: [I:37][CH2:11][CH2:10][C:7]1[CH:8]=[CH:9][C:4]([N+:1]([O-:3])=[O:2])=[CH:5][CH:6]=1. (8) Given the reactants [NH2:1][C@@H:2]1[C:8](=[O:9])[N:7]([CH2:10][CH2:11][O:12][CH2:13][C:14]2[CH:19]=[CH:18][CH:17]=[CH:16][CH:15]=2)[C:6]2[CH:20]=[CH:21][CH:22]=[CH:23][C:5]=2[C:4]2[CH:24]=[CH:25][CH:26]=[CH:27][C:3]1=2.[CH3:28][O:29][CH:30]([C:34]([NH:36][CH2:37][C:38]([F:44])([F:43])[C:39]([F:42])([F:41])[F:40])=[O:35])[C:31](O)=[O:32], predict the reaction product. The product is: [CH2:13]([O:12][CH2:11][CH2:10][N:7]1[C:8](=[O:9])[C@@H:2]([NH:1][C:31](=[O:32])[CH:30]([O:29][CH3:28])[C:34]([NH:36][CH2:37][C:38]([F:43])([F:44])[C:39]([F:40])([F:42])[F:41])=[O:35])[C:3]2[CH:27]=[CH:26][CH:25]=[CH:24][C:4]=2[C:5]2[CH:23]=[CH:22][CH:21]=[CH:20][C:6]1=2)[C:14]1[CH:19]=[CH:18][CH:17]=[CH:16][CH:15]=1. (9) Given the reactants C(OC([N:8]1[CH2:11][CH:10]([CH2:12][C:13]2[N:14]([CH3:40])[C:15]3[C:20]([N:21]=2)=[C:19]([N:22]2[CH2:27][CH2:26][O:25][CH2:24][CH2:23]2)[N:18]=[C:17]([N:28]2[C:32]4[CH:33]=[CH:34][CH:35]=[CH:36][C:31]=4[N:30]=[C:29]2[C@@H:37]([OH:39])[CH3:38])[N:16]=3)[CH2:9]1)=O)(C)(C)C.C(O)(C(F)(F)F)=O, predict the reaction product. The product is: [NH:8]1[CH2:11][CH:10]([CH2:12][C:13]2[N:14]([CH3:40])[C:15]3[C:20]([N:21]=2)=[C:19]([N:22]2[CH2:27][CH2:26][O:25][CH2:24][CH2:23]2)[N:18]=[C:17]([N:28]2[C:32]4[CH:33]=[CH:34][CH:35]=[CH:36][C:31]=4[N:30]=[C:29]2[C@@H:37]([OH:39])[CH3:38])[N:16]=3)[CH2:9]1.